This data is from Reaction yield outcomes from USPTO patents with 853,638 reactions. The task is: Predict the reaction yield, written as a fraction of the theoretical maximum amount of product (1.0 means a 100% yield; for example, 0.34 means a 34% yield). (1) The reactants are [CH2:1]([C:3]1[C:4]([NH:25][CH2:26][C@@H:27]([C:42]([O:44]C(C)(C)C)=[O:43])[NH:28][S:29]([C:32]2[C:41]3[C:36](=[CH:37][CH:38]=[CH:39][CH:40]=3)[CH:35]=[CH:34][CH:33]=2)(=[O:31])=[O:30])=[N:5][CH:6]=[N:7][C:8]=1[N:9]1[CH2:14][CH2:13][CH:12]([C:15]2[N:24]=[C:23]3[C:18]([CH2:19][CH2:20][CH2:21][NH:22]3)=[CH:17][CH:16]=2)[CH2:11][CH2:10]1)[CH3:2].FC(F)(F)C(O)=O.ClCCl.CO.O.C(O)(=O)C.C1(C)C=CC=CC=1. The catalyst is ClCCl. The product is [CH2:1]([C:3]1[C:4]([NH:25][CH2:26][C@@H:27]([C:42]([OH:44])=[O:43])[NH:28][S:29]([C:32]2[C:41]3[C:36](=[CH:37][CH:38]=[CH:39][CH:40]=3)[CH:35]=[CH:34][CH:33]=2)(=[O:30])=[O:31])=[N:5][CH:6]=[N:7][C:8]=1[N:9]1[CH2:14][CH2:13][CH:12]([C:15]2[N:24]=[C:23]3[C:18]([CH2:19][CH2:20][CH2:21][NH:22]3)=[CH:17][CH:16]=2)[CH2:11][CH2:10]1)[CH3:2]. The yield is 0.820. (2) The reactants are [CH3:1][O:2][C:3]1[CH:8]=[CH:7][C:6]([NH:9][C:10]2[N:21]([CH2:22][CH2:23][CH2:24][N:25]3[CH2:30][CH2:29][CH2:28][CH2:27][CH2:26]3)[C:13]3=[N:14][C:15]([C:18](O)=[O:19])=[CH:16][CH:17]=[C:12]3[N:11]=2)=[CH:5][CH:4]=1.C1C=CC2N(O)N=NC=2C=1.CCN=C=NCCCN(C)C.Cl.[CH3:53][CH:54]1[CH2:59][CH:58]([CH3:60])[CH2:57][NH:56][CH2:55]1. The catalyst is CN(C=O)C. The product is [CH3:53][CH:54]1[CH2:59][CH:58]([CH3:60])[CH2:57][N:56]([C:18]([C:15]2[N:14]=[C:13]3[N:21]([CH2:22][CH2:23][CH2:24][N:25]4[CH2:26][CH2:27][CH2:28][CH2:29][CH2:30]4)[C:10]([NH:9][C:6]4[CH:7]=[CH:8][C:3]([O:2][CH3:1])=[CH:4][CH:5]=4)=[N:11][C:12]3=[CH:17][CH:16]=2)=[O:19])[CH2:55]1. The yield is 0.460. (3) The reactants are [N:1]12[CH2:8][CH2:7][CH:4]([CH2:5][CH2:6]1)[C@@H:3]([O:9][C:10](=[O:49])[NH:11][C:12]1[CH:17]=[C:16]([CH2:18][CH2:19][CH2:20][O:21][C:22]([NH:24][C:25]3[CH:30]=[C:29]([O:31][CH3:32])[C:28]([CH2:33][O:34][Si](C(C)(C)C)(C)C)=[CH:27][C:26]=3[Cl:42])=[O:23])[CH:15]=[CH:14][C:13]=1[C:43]1[CH:48]=[CH:47][CH:46]=[CH:45][CH:44]=1)[CH2:2]2.F.F.F.C(N(CC)CC)C.C(#N)C. The catalyst is O1CCCC1. The product is [N:1]12[CH2:6][CH2:5][CH:4]([CH2:7][CH2:8]1)[C@@H:3]([O:9][C:10](=[O:49])[NH:11][C:12]1[CH:17]=[C:16]([CH2:18][CH2:19][CH2:20][O:21][C:22]([NH:24][C:25]3[CH:30]=[C:29]([O:31][CH3:32])[C:28]([CH2:33][OH:34])=[CH:27][C:26]=3[Cl:42])=[O:23])[CH:15]=[CH:14][C:13]=1[C:43]1[CH:44]=[CH:45][CH:46]=[CH:47][CH:48]=1)[CH2:2]2. The yield is 0.480. (4) The reactants are [C:1]([O:5][C:6]([NH:8][C:9]1([CH3:25])[CH2:14][CH2:13][CH2:12][N:11](C(OCC2C=CC=CC=2)=O)[CH2:10]1)=[O:7])([CH3:4])([CH3:3])[CH3:2]. The catalyst is CO.[Pd]. The product is [CH3:25][C:9]1([NH:8][C:6](=[O:7])[O:5][C:1]([CH3:4])([CH3:3])[CH3:2])[CH2:14][CH2:13][CH2:12][NH:11][CH2:10]1. The yield is 0.720. (5) The reactants are Cl[C:2]1[CH:7]=[C:6]([C:8]([F:11])([F:10])[F:9])[N:5]=[C:4]([O:12][CH:13]2[CH2:17][CH2:16][CH2:15][CH2:14]2)[N:3]=1.[NH2:18][C:19]1[CH:24]=[CH:23][C:22]([CH2:25][CH2:26][OH:27])=[CH:21][CH:20]=1. The catalyst is CN1C(=O)CCC1.O. The product is [CH:13]1([O:12][C:4]2[N:3]=[C:2]([NH:18][C:19]3[CH:24]=[CH:23][C:22]([CH2:25][CH2:26][OH:27])=[CH:21][CH:20]=3)[CH:7]=[C:6]([C:8]([F:11])([F:10])[F:9])[N:5]=2)[CH2:17][CH2:16][CH2:15][CH2:14]1. The yield is 0.700.